The task is: Predict the reaction yield, written as a fraction of the theoretical maximum amount of product (1.0 means a 100% yield; for example, 0.34 means a 34% yield).. This data is from Reaction yield outcomes from USPTO patents with 853,638 reactions. (1) The reactants are [OH:1][CH2:2][C:3]1[CH:8]=[CH:7][C:6]([CH:9]2[CH2:14][CH2:13][N:12]([C:15]([O:17][C:18]([CH3:21])([CH3:20])[CH3:19])=[O:16])[CH2:11][CH2:10]2)=[CH:5][N:4]=1.C(N(CC)CC)C.[CH3:29][S:30](Cl)(=[O:32])=[O:31]. The catalyst is C(Cl)(Cl)Cl. The product is [CH3:29][S:30]([O:1][CH2:2][C:3]1[CH:8]=[CH:7][C:6]([CH:9]2[CH2:10][CH2:11][N:12]([C:15]([O:17][C:18]([CH3:21])([CH3:20])[CH3:19])=[O:16])[CH2:13][CH2:14]2)=[CH:5][N:4]=1)(=[O:32])=[O:31]. The yield is 0.470. (2) The reactants are C[N:2]([CH2:10][C:11]1[CH:15]=[C:14]([C:16]2[CH:21]=[CH:20][CH:19]=[CH:18][CH:17]=2)[NH:13][CH:12]=1)[C:3](=O)OC(C)(C)C.[H-].[Na+].[O:24]1[C:28]2[CH:29]=[CH:30][C:31]([S:33](Cl)(=[O:35])=[O:34])=[CH:32][C:27]=2[CH2:26][CH2:25]1. The catalyst is CN(C)C=O. The product is [O:24]1[C:28]2[CH:29]=[CH:30][C:31]([S:33]([N:13]3[C:14]([C:16]4[CH:17]=[CH:18][CH:19]=[CH:20][CH:21]=4)=[CH:15][C:11]([CH2:10][NH:2][CH3:3])=[CH:12]3)(=[O:35])=[O:34])=[CH:32][C:27]=2[CH2:26][CH2:25]1. The yield is 0.630. (3) The reactants are [CH3:1][O:2][C:3]1[CH:10]=[CH:9][C:8]([O:11][CH3:12])=[CH:7][C:4]=1[CH2:5][NH2:6].[C:13](Cl)(=[O:20])[C:14]1[CH:19]=[CH:18][CH:17]=[CH:16][CH:15]=1.C(N(C(C)C)C(C)C)C. The catalyst is C(Cl)Cl. The product is [CH3:1][O:2][C:3]1[CH:10]=[CH:9][C:8]([O:11][CH3:12])=[CH:7][C:4]=1[CH2:5][NH:6][C:13](=[O:20])[C:14]1[CH:19]=[CH:18][CH:17]=[CH:16][CH:15]=1. The yield is 0.900.